From a dataset of Full USPTO retrosynthesis dataset with 1.9M reactions from patents (1976-2016). Predict the reactants needed to synthesize the given product. (1) Given the product [O:20]1[CH2:21][CH2:22][N:17]([C:14]2[CH:13]=[CH:12][C:11]([C:9]3[N:8]([S:23]([C:26]4[CH:27]=[CH:28][CH:29]=[CH:30][CH:31]=4)(=[O:24])=[O:25])[C:4]4=[N:5][CH:6]=[CH:7][C:2]([C:44]5[CH:45]=[CH:46][C:39]([O:38][CH:34]6[CH2:35][CH2:36][CH2:37][O:32][CH2:33]6)=[C:40]([CH:43]=5)[C:41]#[N:42])=[C:3]4[CH:10]=3)=[CH:16][CH:15]=2)[CH2:18][CH2:19]1, predict the reactants needed to synthesize it. The reactants are: Cl[C:2]1[CH:7]=[CH:6][N:5]=[C:4]2[N:8]([S:23]([C:26]3[CH:31]=[CH:30][CH:29]=[CH:28][CH:27]=3)(=[O:25])=[O:24])[C:9]([C:11]3[CH:16]=[CH:15][C:14]([N:17]4[CH2:22][CH2:21][O:20][CH2:19][CH2:18]4)=[CH:13][CH:12]=3)=[CH:10][C:3]=12.[O:32]1[CH2:37][CH2:36][CH2:35][CH:34]([O:38][C:39]2[CH:46]=[CH:45][C:44](B3OC(C)(C)C(C)(C)O3)=[CH:43][C:40]=2[C:41]#[N:42])[CH2:33]1.C(=O)([O-])[O-].[K+].[K+].C1(P(C2CCCCC2)C2C=CC=CC=2C2C(OC)=CC=CC=2OC)CCCCC1. (2) Given the product [C:1]([C:5]1[CH:11]=[CH:10][C:8]([N+:13]([O-:15])=[O:14])=[CH:7][C:6]=1[Cl:12])([CH3:4])([CH3:2])[CH3:3], predict the reactants needed to synthesize it. The reactants are: [C:1]([C:5]1[CH:11]=[CH:10][C:8](N)=[CH:7][C:6]=1[Cl:12])([CH3:4])([CH3:3])[CH3:2].[N:13]([O-:15])=[O:14].[Na+].NC(N)=O. (3) Given the product [S:47]1[C:43]2[CH:42]=[C:41]([NH:40][C:11]3[N:16]=[CH:15][C:14]([C:17]4[O:21][C:20]([NH:22][CH:23]5[CH2:28][CH2:27][N:26]([C:29]([O:31][C:32]([CH3:35])([CH3:34])[CH3:33])=[O:30])[CH2:25][CH2:24]5)=[N:19][N:18]=4)=[C:13]([NH:36][CH:37]([CH3:39])[CH3:38])[CH:12]=3)[CH:49]=[CH:48][C:44]=2[N:45]=[CH:46]1, predict the reactants needed to synthesize it. The reactants are: N1(C([O-])=O)CCCCC1.Cl[C:11]1[N:16]=[CH:15][C:14]([C:17]2[O:21][C:20]([NH:22][CH:23]3[CH2:28][CH2:27][N:26]([C:29]([O:31][C:32]([CH3:35])([CH3:34])[CH3:33])=[O:30])[CH2:25][CH2:24]3)=[N:19][N:18]=2)=[C:13]([NH:36][CH:37]([CH3:39])[CH3:38])[CH:12]=1.[NH2:40][C:41]1[CH:49]=[CH:48][C:44]2[N:45]=[CH:46][S:47][C:43]=2[CH:42]=1.CC1(C)C2C(=C(P(C3C=CC=CC=3)C3C=CC=CC=3)C=CC=2)OC2C(P(C3C=CC=CC=3)C3C=CC=CC=3)=CC=CC1=2.C([O-])([O-])=O.[Na+].[Na+]. (4) Given the product [CH3:25][O:24][CH2:23][N:19]1[C:18]2[CH:26]=[CH:27][C:15]([CH:13]([C:10]3[CH:11]=[CH:12][N:8]([C:5]4[N:6]=[N:7][CH:2]=[CH:3][CH:4]=4)[N:9]=3)[CH3:14])=[CH:16][C:17]=2[S:21][C:20]1=[O:22], predict the reactants needed to synthesize it. The reactants are: Cl[C:2]1[N:7]=[N:6][C:5]([N:8]2[CH:12]=[CH:11][C:10]([CH:13]([C:15]3[CH:27]=[CH:26][C:18]4[N:19]([CH2:23][O:24][CH3:25])[C:20](=[O:22])[S:21][C:17]=4[CH:16]=3)[CH3:14])=[N:9]2)=[CH:4][CH:3]=1.[H][H]. (5) Given the product [F:33][C:31]1[CH:32]=[C:27]([CH:28]=[C:29]([CH2:34][NH:35][C:4](=[O:6])[C:3]2[CH:7]=[CH:8][C:9]([C:11]([F:14])([F:13])[F:12])=[CH:10][C:2]=2[CH3:1])[CH:30]=1)[O:26][C:23]1[CH:24]=[CH:25][C:20]([CH2:19][C:18]([CH3:38])([CH3:37])[C:17]([OH:39])=[O:16])=[C:21]([CH3:36])[CH:22]=1, predict the reactants needed to synthesize it. The reactants are: [CH3:1][C:2]1[CH:10]=[C:9]([C:11]([F:14])([F:13])[F:12])[CH:8]=[CH:7][C:3]=1[C:4]([OH:6])=O.C[O:16][C:17](=[O:39])[C:18]([CH3:38])([CH3:37])[CH2:19][C:20]1[CH:25]=[CH:24][C:23]([O:26][C:27]2[CH:32]=[C:31]([F:33])[CH:30]=[C:29]([CH2:34][NH2:35])[CH:28]=2)=[CH:22][C:21]=1[CH3:36]. (6) Given the product [ClH:34].[NH2:8][C@@H:9]([CH2:26][CH2:27][C:28]1[CH:29]=[CH:30][CH:31]=[CH:32][CH:33]=1)[C:10]([N:12]([CH3:25])[C@@H:13]([CH:22]([CH3:23])[CH3:24])/[CH:14]=[C:15](\[CH3:21])/[C:16]([O:18][CH2:19][CH3:20])=[O:17])=[O:11], predict the reactants needed to synthesize it. The reactants are: C(OC([NH:8][C@@H:9]([CH2:26][CH2:27][C:28]1[CH:33]=[CH:32][CH:31]=[CH:30][CH:29]=1)[C:10]([N:12]([CH3:25])[C@@H:13]([CH:22]([CH3:24])[CH3:23])/[CH:14]=[C:15](\[CH3:21])/[C:16]([O:18][CH2:19][CH3:20])=[O:17])=[O:11])=O)(C)(C)C.[ClH:34]. (7) Given the product [CH2:1]([O:8][C:9]1[CH:10]=[C:11]2[C:15](=[CH:16][C:17]=1[O:18][CH3:19])[N:14]([S:26]([C:20]1[CH:25]=[CH:24][CH:23]=[CH:22][CH:21]=1)(=[O:28])=[O:27])[CH:13]=[CH:12]2)[C:2]1[CH:3]=[CH:4][CH:5]=[CH:6][CH:7]=1, predict the reactants needed to synthesize it. The reactants are: [CH2:1]([O:8][C:9]1[CH:10]=[C:11]2[C:15](=[CH:16][C:17]=1[O:18][CH3:19])[NH:14][CH:13]=[CH:12]2)[C:2]1[CH:7]=[CH:6][CH:5]=[CH:4][CH:3]=1.[C:20]1([S:26](Cl)(=[O:28])=[O:27])[CH:25]=[CH:24][CH:23]=[CH:22][CH:21]=1. (8) Given the product [OH:20][CH2:19][CH2:18][C:13]1[CH:14]=[CH:15][CH:16]=[CH:17][C:12]=1[S:11][C:10]1[C:5]([CH2:4][CH2:1][OH:2])=[CH:6][CH:7]=[CH:8][CH:9]=1, predict the reactants needed to synthesize it. The reactants are: [C:1]([CH2:4][C:5]1[C:10]([S:11][C:12]2[CH:17]=[CH:16][CH:15]=[CH:14][C:13]=2[CH2:18][C:19](O)=[O:20])=[CH:9][CH:8]=[CH:7][CH:6]=1)(O)=[O:2].C(C1C=CC=C([N+]([O-])=O)C=1SC1C=CC(F)=CC=1C(O)=O)(O)=O.B. (9) Given the product [CH:19]1([NH:18][C:17]2[N:12]3[N:11]=[C:10]([NH:9][C:7](=[O:8])[C:6]4[CH:26]=[CH:27][C:3]([CH2:2][N:41]([CH2:40][CH2:39][O:38][CH3:37])[CH3:42])=[CH:4][CH:5]=4)[N:25]=[C:13]3[CH:14]=[CH:15][CH:16]=2)[CH2:20][CH2:21][CH2:22][CH2:23][CH2:24]1, predict the reactants needed to synthesize it. The reactants are: Cl[CH2:2][C:3]1[CH:27]=[CH:26][C:6]([C:7]([NH:9][C:10]2[N:25]=[C:13]3[CH:14]=[CH:15][CH:16]=[C:17]([NH:18][CH:19]4[CH2:24][CH2:23][CH2:22][CH2:21][CH2:20]4)[N:12]3[N:11]=2)=[O:8])=[CH:5][CH:4]=1.C(N(CC)C(C)C)(C)C.[CH3:37][O:38][CH2:39][CH2:40][NH:41][CH3:42]. (10) Given the product [F:1][C:2]1[CH:7]=[C:6]([I:8])[CH:5]=[CH:4][C:3]=1[N:9]1[C:10]2[C:18](=[C:17]3[N:13]([C:12](=[O:22])[C:11]=2[CH3:23])[CH2:14][CH2:15][CH2:16]3)[NH:42][C:44]1=[O:45], predict the reactants needed to synthesize it. The reactants are: [F:1][C:2]1[CH:7]=[C:6]([I:8])[CH:5]=[CH:4][C:3]=1[NH:9][C:10]1[C:18](C(O)=O)=[C:17]2[N:13]([CH2:14][CH2:15][CH2:16]2)[C:12](=[O:22])[C:11]=1[CH3:23].C1C=CC(P(N=[N+]=[N-])(C2C=CC=CC=2)=O)=CC=1.C[N:42]([CH:44]=[O:45])C.